This data is from Forward reaction prediction with 1.9M reactions from USPTO patents (1976-2016). The task is: Predict the product of the given reaction. (1) The product is: [ClH:32].[NH2:16][C@H:15]([C:24](=[O:26])[N:33]1[CH2:37][CH2:36][CH2:35][CH2:34]1)[CH2:14][CH2:13][CH2:12][NH:11][S:29]([CH2:27][CH3:28])(=[O:31])=[O:30]. Given the reactants C(OC([NH:11][CH2:12][CH2:13][CH2:14][C@@H:15]([C:24]([OH:26])=O)[NH:16]C(OC(C)(C)C)=O)=O)C1C=CC=CC=1.[CH2:27]([S:29]([Cl:32])(=[O:31])=[O:30])[CH3:28].[NH:33]1[CH2:37][CH2:36][CH2:35][CH2:34]1, predict the reaction product. (2) Given the reactants Cl[C:2]1[N:7]=[C:6]([NH:8][C:9]2[CH:14]=[C:13]([C:15]#[N:16])[CH:12]=[CH:11][N:10]=2)[CH:5]=[C:4]([CH:17]2[CH2:19][CH2:18]2)[CH:3]=1.[Si:20]([O:27][C@@H:28]1[CH2:33][CH2:32][CH2:31][CH2:30][C@H:29]1[N:34]1[C:38]2[CH:39]=[CH:40][C:41](B3OC(C)(C)C(C)(C)O3)=[CH:42][C:37]=2[N:36]=[CH:35]1)([C:23]([CH3:26])([CH3:25])[CH3:24])([CH3:22])[CH3:21].COC1C=CC=C(OC)C=1C1C=CC=CC=1P(C1CCCCC1)C1CCCCC1.P([O-])([O-])([O-])=O.[K+].[K+].[K+], predict the reaction product. The product is: [Si:20]([O:27][C@@H:28]1[CH2:33][CH2:32][CH2:31][CH2:30][C@H:29]1[N:34]1[C:38]2[CH:39]=[CH:40][CH:41]=[CH:42][C:37]=2[N:36]=[C:35]1[C:2]1[N:7]=[C:6]([NH:8][C:9]2[CH:14]=[C:13]([C:15]#[N:16])[CH:12]=[CH:11][N:10]=2)[CH:5]=[C:4]([CH:17]2[CH2:19][CH2:18]2)[CH:3]=1)([C:23]([CH3:26])([CH3:24])[CH3:25])([CH3:22])[CH3:21]. (3) Given the reactants C([N:4]1[C:12]2[C:7](=[N:8][C:9]([C:21]3[CH:26]=[CH:25][C:24]([CH3:27])=[CH:23][CH:22]=3)=[C:10]([C:13]3[CH:20]=[CH:19][C:16]([C:17]#[N:18])=[CH:15][CH:14]=3)[CH:11]=2)[CH:6]=[N:5]1)(=O)C.[OH-].[Na+], predict the reaction product. The product is: [CH3:27][C:24]1[CH:23]=[CH:22][C:21]([C:9]2[N:8]=[C:7]3[CH:6]=[N:5][NH:4][C:12]3=[CH:11][C:10]=2[C:13]2[CH:20]=[CH:19][C:16]([C:17]#[N:18])=[CH:15][CH:14]=2)=[CH:26][CH:25]=1. (4) Given the reactants [N:1]1[CH:6]=[CH:5][N:4]=[C:3]2[NH:7][CH:8]=[CH:9][C:2]=12.O=[C:11]1[CH2:16][CH2:15][N:14]([C:17]([O:19][C:20]([CH3:23])([CH3:22])[CH3:21])=[O:18])[CH2:13][CH2:12]1.[OH-].[K+].CCOC(C)=O, predict the reaction product. The product is: [N:1]1[CH:6]=[CH:5][N:4]=[C:3]2[NH:7][CH:8]=[C:9]([C:11]3[CH2:16][CH2:15][N:14]([C:17]([O:19][C:20]([CH3:23])([CH3:22])[CH3:21])=[O:18])[CH2:13][CH:12]=3)[C:2]=12. (5) The product is: [CH2:15]([O:22][CH2:23][O:24][CH2:25][CH2:26][C@H:27]([O:31][Si:32]([C:35]([CH3:38])([CH3:37])[CH3:36])([CH3:34])[CH3:33])[C:28]([O:14][C:10]([CH3:13])([CH3:12])[CH3:11])=[O:29])[C:16]1[CH:17]=[CH:18][CH:19]=[CH:20][CH:21]=1. Given the reactants C(N=C=NC(C)C)(C)C.[C:10]([OH:14])([CH3:13])([CH3:12])[CH3:11].[CH2:15]([O:22][CH2:23][O:24][CH2:25][CH2:26][C@H:27]([O:31][Si:32]([C:35]([CH3:38])([CH3:37])[CH3:36])([CH3:34])[CH3:33])[C:28](O)=[O:29])[C:16]1[CH:21]=[CH:20][CH:19]=[CH:18][CH:17]=1, predict the reaction product.